Dataset: Full USPTO retrosynthesis dataset with 1.9M reactions from patents (1976-2016). Task: Predict the reactants needed to synthesize the given product. (1) Given the product [Cl:32][C:25]1[CH:26]=[C:27]([CH3:31])[CH:28]=[C:29]([Cl:30])[C:24]=1[O:23][CH2:22][CH2:21][O:20][C:17]1[CH:18]=[CH:19][C:14]([C@H:11]2[CH2:12][CH2:13][N:8]([C:6]([O:5][C:1]([CH3:3])([CH3:4])[CH3:2])=[O:7])[CH2:9][C@@H:10]2[CH2:33][OH:34])=[CH:15][CH:16]=1, predict the reactants needed to synthesize it. The reactants are: [C:1]([O:5][C:6]([N:8]1[CH2:13][CH2:12][C@H:11]([C:14]2[CH:19]=[CH:18][C:17]([O:20][CH2:21][CH2:22][O:23][C:24]3[C:29]([Cl:30])=[CH:28][C:27]([CH3:31])=[CH:26][C:25]=3[Cl:32])=[CH:16][CH:15]=2)[C@@H:10]([C:33](O)=[O:34])[CH2:9]1)=[O:7])([CH3:4])([CH3:3])[CH3:2]. (2) Given the product [F:39][C:34]1[CH:33]=[C:32]([CH:37]=[CH:36][C:35]=1[F:38])[O:31][C:28]1[CH:29]=[CH:30][C:25]([CH2:24][CH2:23][C:22]([NH:21][C:16]2[CH:15]=[C:14]([CH:11]3[CH2:10][CH2:9][NH:8][CH2:13][CH2:12]3)[CH:19]=[CH:18][C:17]=2[F:20])=[O:40])=[CH:26][CH:27]=1, predict the reactants needed to synthesize it. The reactants are: C(OC([N:8]1[CH2:13][CH2:12][CH:11]([C:14]2[CH:19]=[CH:18][C:17]([F:20])=[C:16]([NH:21][C:22](=[O:40])[CH2:23][CH2:24][C:25]3[CH:30]=[CH:29][C:28]([O:31][C:32]4[CH:37]=[CH:36][C:35]([F:38])=[C:34]([F:39])[CH:33]=4)=[CH:27][CH:26]=3)[CH:15]=2)[CH2:10][CH2:9]1)=O)(C)(C)C.FC(F)(F)C(O)=O.